Predict the reactants needed to synthesize the given product. From a dataset of Full USPTO retrosynthesis dataset with 1.9M reactions from patents (1976-2016). Given the product [C:1]([O:5][C:6](=[O:18])[NH:7][CH2:8][CH:9]1[CH2:14][CH2:13][N:12]([CH2:15][CH2:16][NH:17][S:31]([CH:28]2[CH2:30][CH2:29]2)(=[O:33])=[O:32])[CH2:11][CH2:10]1)([CH3:4])([CH3:2])[CH3:3], predict the reactants needed to synthesize it. The reactants are: [C:1]([O:5][C:6](=[O:18])[NH:7][CH2:8][CH:9]1[CH2:14][CH2:13][N:12]([CH2:15][CH2:16][NH2:17])[CH2:11][CH2:10]1)([CH3:4])([CH3:3])[CH3:2].CCN(C(C)C)C(C)C.[CH:28]1([S:31](Cl)(=[O:33])=[O:32])[CH2:30][CH2:29]1.O.